Dataset: Full USPTO retrosynthesis dataset with 1.9M reactions from patents (1976-2016). Task: Predict the reactants needed to synthesize the given product. (1) Given the product [OH:9][CH:8]([C:10]1[C:19]2[C:14](=[CH:15][CH:16]=[CH:17][CH:18]=2)[CH:13]=[CH:12][CH:11]=1)[C:3]1[CH:4]=[CH:5][CH:6]=[CH:7][C:2]=1[NH:1][CH2:20][C:22]1[C:23]([C:27]([NH:29][CH3:30])=[O:28])=[N:24][NH:25][CH:26]=1, predict the reactants needed to synthesize it. The reactants are: [NH2:1][C:2]1[CH:7]=[CH:6][CH:5]=[CH:4][C:3]=1[CH:8]([C:10]1[C:19]2[C:14](=[CH:15][CH:16]=[CH:17][CH:18]=2)[CH:13]=[CH:12][CH:11]=1)[OH:9].[CH:20]([C:22]1[C:23]([C:27]([NH:29][CH3:30])=[O:28])=[N:24][NH:25][CH:26]=1)=O.[BH3-]C#N.[Na+]. (2) Given the product [ClH:1].[NH2:2][N:3]1[C:12](=[O:13])[C:11]2[C:6](=[C:7]([Cl:1])[C:8]([N:15]3[CH2:19][C@@H:18]([C:17]4[CH:24]=[CH:33][C:31]([OH:35])=[CH:32][CH:16]=4)[C@H:20]([NH2:22])[CH2:21]3)=[C:9]([F:14])[CH:10]=2)[N:5]([CH:27]2[CH2:28][CH2:29]2)[C:4]1=[O:30], predict the reactants needed to synthesize it. The reactants are: [ClH:1].[NH2:2][N:3]1[C:12](=[O:13])[C:11]2[C:6](=[C:7](OC)[C:8]([N:15]3[CH2:19][CH:18]([CH:20]([NH2:22])[CH3:21])[C:17]([CH3:24])(C)[CH2:16]3)=[C:9]([F:14])[CH:10]=2)[N:5]([CH:27]2[CH2:29][CH2:28]2)[C:4]1=[O:30].[C:31]([O:35]C(=O)NC(C1C(C)(C)CN(C2C(OC)=C3C(C(=O)N(N)C(=O)N3C3CC3)=CC=2F)C1)C)(C)([CH3:33])[CH3:32]. (3) Given the product [CH2:13]([C:17]1[N:18]([CH2:36][C:37]2[CH:38]=[CH:39][C:40]([C:43]3[CH:48]=[CH:47][CH:46]=[CH:45][C:44]=3[C:49]3[NH:3][C:4](=[O:7])[O:5][N:50]=3)=[CH:41][CH:42]=2)[C:19](=[O:35])[C:20]([C:26]2[CH:31]=[CH:30][C:29]([O:32][CH2:33][CH3:34])=[CH:28][CH:27]=2)=[C:21]([CH:23]2[CH2:24][CH2:25]2)[N:22]=1)[CH2:14][CH2:15][CH3:16], predict the reactants needed to synthesize it. The reactants are: [Cl-].O[NH3+:3].[C:4](=[O:7])([O-])[OH:5].[Na+].CS(C)=O.[CH2:13]([C:17]1[N:18]([CH2:36][C:37]2[CH:42]=[CH:41][C:40]([C:43]3[C:44]([C:49]#[N:50])=[CH:45][CH:46]=[CH:47][CH:48]=3)=[CH:39][CH:38]=2)[C:19](=[O:35])[C:20]([C:26]2[CH:31]=[CH:30][C:29]([O:32][CH2:33][CH3:34])=[CH:28][CH:27]=2)=[C:21]([CH:23]2[CH2:25][CH2:24]2)[N:22]=1)[CH2:14][CH2:15][CH3:16]. (4) Given the product [Cl:1][C:2]1[N:3]=[C:4]([C:9]([NH:11][C@H:12]2[CH2:17][CH2:16][N:15]([C:18]3[S:19][C:20]([C:24]([OH:26])=[O:25])=[C:21]([CH3:23])[N:22]=3)[CH2:14][C@H:13]2[O:29][CH2:30][CH2:31][CH2:32][F:33])=[O:10])[NH:5][C:6]=1[CH2:7][CH3:8], predict the reactants needed to synthesize it. The reactants are: [Cl:1][C:2]1[N:3]=[C:4]([C:9]([NH:11][C@H:12]2[CH2:17][CH2:16][N:15]([C:18]3[S:19][C:20]([C:24]([O:26]CC)=[O:25])=[C:21]([CH3:23])[N:22]=3)[CH2:14][C@H:13]2[O:29][CH2:30][CH2:31][CH2:32][F:33])=[O:10])[NH:5][C:6]=1[CH2:7][CH3:8].[OH-].[Li+]. (5) Given the product [F:8][C:9]1[CH:19]=[CH:18][C:12]([C:13](=[O:14])[CH2:1][C:2]2[CH:7]=[CH:6][N:5]=[N:4][CH:3]=2)=[CH:11][CH:10]=1, predict the reactants needed to synthesize it. The reactants are: [CH3:1][C:2]1[CH:7]=[CH:6][N:5]=[N:4][CH:3]=1.[F:8][C:9]1[CH:19]=[CH:18][C:12]([C:13](OCC)=[O:14])=[CH:11][CH:10]=1.C[Si](C)(C)N[Si](C)(C)C.[Na].[Cl-].[NH4+].C(O)(C)C.